Dataset: Reaction yield outcomes from USPTO patents with 853,638 reactions. Task: Predict the reaction yield, written as a fraction of the theoretical maximum amount of product (1.0 means a 100% yield; for example, 0.34 means a 34% yield). (1) The reactants are Br[C:2]1[N:7]=[C:6]([CH:8]=[O:9])[CH:5]=[CH:4][CH:3]=1.[F:10][C:11]1[CH:16]=[CH:15][C:14](B(O)O)=[CH:13][C:12]=1[C:20]([F:23])([F:22])[F:21].C(=O)([O-])[O-].[Cs+].[Cs+]. The catalyst is O1CCOCC1. The product is [F:10][C:11]1[CH:16]=[CH:15][C:14]([C:2]2[N:7]=[C:6]([CH:8]=[O:9])[CH:5]=[CH:4][CH:3]=2)=[CH:13][C:12]=1[C:20]([F:21])([F:22])[F:23]. The yield is 0.910. (2) The reactants are [H-].[Al+3].[Li+].[H-].[H-].[H-].[CH2:7]([O:14][C:15]1[CH:20]=[CH:19][C:18]([CH:21]([CH:27]([C:44]2[CH:49]=[CH:48][C:47]([O:50][CH2:51][C:52]3[CH:57]=[CH:56][CH:55]=[CH:54][CH:53]=3)=[C:46]([O:58][CH3:59])[CH:45]=2)[C:28]2[CH:33]=[CH:32][C:31]([O:34][CH2:35][C:36]3[CH:41]=[CH:40][CH:39]=[CH:38][CH:37]=3)=[C:30]([O:42][CH3:43])[CH:29]=2)[C:22](OCC)=[O:23])=[CH:17][C:16]=1[O:60][CH3:61])[C:8]1[CH:13]=[CH:12][CH:11]=[CH:10][CH:9]=1. The catalyst is C1COCC1. The product is [CH2:7]([O:14][C:15]1[CH:20]=[CH:19][C:18]([CH:21]([CH:27]([C:28]2[CH:33]=[CH:32][C:31]([O:34][CH2:35][C:36]3[CH:41]=[CH:40][CH:39]=[CH:38][CH:37]=3)=[C:30]([O:42][CH3:43])[CH:29]=2)[C:44]2[CH:49]=[CH:48][C:47]([O:50][CH2:51][C:52]3[CH:57]=[CH:56][CH:55]=[CH:54][CH:53]=3)=[C:46]([O:58][CH3:59])[CH:45]=2)[CH2:22][OH:23])=[CH:17][C:16]=1[O:60][CH3:61])[C:8]1[CH:13]=[CH:12][CH:11]=[CH:10][CH:9]=1. The yield is 0.760. (3) The reactants are C(N)(C)C.C([Li])CCC.[Li+].CC([N-]C(C)C)C.[CH3:18][O:19][C:20]([CH:22]1[CH2:27][CH2:26][N:25]([C:28]([O:30][C:31]([CH3:34])([CH3:33])[CH3:32])=[O:29])[CH2:24][CH2:23]1)=[O:21].[Cl:35][C:36]1[CH:43]=[CH:42][C:39]([CH2:40]Cl)=[CH:38][CH:37]=1.[Cl-].[NH4+]. The catalyst is C1COCC1.CN(P(N(C)C)(N(C)C)=O)C. The product is [CH3:18][O:19][C:20]([C:22]1([CH2:40][C:39]2[CH:42]=[CH:43][C:36]([Cl:35])=[CH:37][CH:38]=2)[CH2:23][CH2:24][N:25]([C:28]([O:30][C:31]([CH3:34])([CH3:33])[CH3:32])=[O:29])[CH2:26][CH2:27]1)=[O:21]. The yield is 0.340.